Dataset: Catalyst prediction with 721,799 reactions and 888 catalyst types from USPTO. Task: Predict which catalyst facilitates the given reaction. (1) Reactant: [C:1]1(=[O:11])[N:5]([CH2:6][C:7]([OH:9])=[O:8])[C:4](=[O:10])[CH:3]=[CH:2]1.[C:12]1(C)[CH:17]=[CH:16]C(S(O)(=O)=O)=[CH:14][CH:13]=1.C1(C)C=CC=CC=1.C(O)CCCC. Product: [C:4]1(=[O:10])[N:5]([CH2:6][C:7]([O:9][CH2:14][CH2:13][CH2:12][CH2:17][CH3:16])=[O:8])[C:1](=[O:11])[CH:2]=[CH:3]1. The catalyst class is: 6. (2) Product: [CH2:2]([O:4][C:5](=[O:23])[CH2:6][NH:7][C:8](=[O:22])[CH2:9][NH:10][C:11](=[O:21])[C@H:12]([CH2:14][CH:15]1[CH2:16][CH2:17][CH2:18][CH2:19][CH2:20]1)[NH:13][C:38]([C:34]1[O:33][CH:37]=[CH:36][CH:35]=1)=[O:39])[CH3:3]. Reactant: Cl.[CH2:2]([O:4][C:5](=[O:23])[CH2:6][NH:7][C:8](=[O:22])[CH2:9][NH:10][C:11](=[O:21])[C@H:12]([CH2:14][CH:15]1[CH2:20][CH2:19][CH2:18][CH2:17][CH2:16]1)[NH2:13])[CH3:3].C(N(CC)C(C)C)(C)C.[O:33]1[CH:37]=[CH:36][CH:35]=[C:34]1[C:38](Cl)=[O:39].CO. The catalyst class is: 2. (3) Reactant: C(N(CC)CC)C.[CH3:8][S:9](Cl)(=[O:11])=[O:10].[F:13][C:14]1[CH:40]=[CH:39][C:17]([O:18][C:19]2[C:33]([CH:34]3[CH2:38][CH2:37][CH2:36][NH:35]3)=[CH:32][C:22]3[NH:23][C:24]([C:26]4[CH:31]=[CH:30][CH:29]=[CH:28][N:27]=4)=[N:25][C:21]=3[CH:20]=2)=[CH:16][CH:15]=1. Product: [F:13][C:14]1[CH:15]=[CH:16][C:17]([O:18][C:19]2[C:33]([CH:34]3[CH2:38][CH2:37][CH2:36][N:35]3[S:9]([CH3:8])(=[O:11])=[O:10])=[CH:32][C:22]3[NH:23][C:24]([C:26]4[CH:31]=[CH:30][CH:29]=[CH:28][N:27]=4)=[N:25][C:21]=3[CH:20]=2)=[CH:39][CH:40]=1. The catalyst class is: 13. (4) Reactant: [CH:1]1([S:6][CH:7]([C:11]2[CH:16]=[CH:15][C:14]([Br:17])=[CH:13][CH:12]=2)[C:8]([OH:10])=O)[CH2:5][CH2:4][CH2:3][CH2:2]1.[NH2:18][C:19]1[CH:24]=[CH:23][CH:22]=[CH:21][N:20]=1. Product: [CH:1]1([S:6][CH:7]([C:11]2[CH:16]=[CH:15][C:14]([Br:17])=[CH:13][CH:12]=2)[C:8]([NH:18][C:19]2[CH:24]=[CH:23][CH:22]=[CH:21][N:20]=2)=[O:10])[CH2:2][CH2:3][CH2:4][CH2:5]1. The catalyst class is: 1.